This data is from Forward reaction prediction with 1.9M reactions from USPTO patents (1976-2016). The task is: Predict the product of the given reaction. (1) The product is: [C:25]([O:24][C@@H:18]([C:9]1[C:8]([CH3:29])=[CH:7][C:5]2[N:6]=[C:2]([C:38]3[CH:37]=[CH:36][C:35]4[N:31]([CH3:30])[C:32](=[O:50])[N:33]([CH3:49])[C:34]=4[CH:39]=3)[S:3][C:4]=2[C:10]=1[C:11]1[CH:16]=[CH:15][C:14]([Cl:17])=[CH:13][CH:12]=1)[C:19]([O:21][CH2:22][CH3:23])=[O:20])([CH3:28])([CH3:27])[CH3:26]. Given the reactants Br[C:2]1[S:3][C:4]2[C:10]([C:11]3[CH:16]=[CH:15][C:14]([Cl:17])=[CH:13][CH:12]=3)=[C:9]([C@H:18]([O:24][C:25]([CH3:28])([CH3:27])[CH3:26])[C:19]([O:21][CH2:22][CH3:23])=[O:20])[C:8]([CH3:29])=[CH:7][C:5]=2[N:6]=1.[CH3:30][N:31]1[C:35]2[CH:36]=[CH:37][C:38](B3OC(C)(C)C(C)(C)O3)=[CH:39][C:34]=2[N:33]([CH3:49])[C:32]1=[O:50].C([O-])([O-])=O.[K+].[K+], predict the reaction product. (2) Given the reactants [CH3:1][C:2]([CH3:17])([CH3:16])[CH2:3][N:4]1[C:8]2[CH:9]=[CH:10][C:11]([N+:13]([O-])=O)=[CH:12][C:7]=2[N:6]=[N:5]1, predict the reaction product. The product is: [CH3:1][C:2]([CH3:17])([CH3:16])[CH2:3][N:4]1[C:8]2[CH:9]=[CH:10][C:11]([NH2:13])=[CH:12][C:7]=2[N:6]=[N:5]1. (3) Given the reactants [Cl:1][C:2]1[CH:3]=[N:4][C:5]2[N:6]([N:8]=[C:9]([C:11]([OH:13])=O)[CH:10]=2)[CH:7]=1.[N:14]1[N:18]2[CH2:19][CH2:20][NH:21][CH2:22][C:17]2=[CH:16][CH:15]=1, predict the reaction product. The product is: [Cl:1][C:2]1[CH:3]=[N:4][C:5]2[N:6]([N:8]=[C:9]([C:11]([N:21]3[CH2:20][CH2:19][N:18]4[N:14]=[CH:15][CH:16]=[C:17]4[CH2:22]3)=[O:13])[CH:10]=2)[CH:7]=1. (4) The product is: [CH3:9][N:10]1[CH2:15][CH2:14][N:13]([C:2]2[N:7]=[N:6][C:5]([NH2:8])=[CH:4][CH:3]=2)[CH2:12][CH2:11]1. Given the reactants Cl[C:2]1[N:7]=[N:6][C:5]([NH2:8])=[CH:4][CH:3]=1.[CH3:9][N:10]1[CH2:15][CH2:14][NH:13][CH2:12][CH2:11]1, predict the reaction product. (5) Given the reactants [I-:1].[CH2:2]([N+:5]1([CH3:23])[CH2:10][CH2:9][N:8]([C:11](=[O:22])[NH:12][C:13]2[CH:18]=[C:17]([Cl:19])[CH:16]=[CH:15][C:14]=2[O:20][CH3:21])[CH2:7][CH2:6]1)C=C.[I-].OCC[N+]1(C)CCN(C(=O)NC2C=C(Cl)C=CC=2OC)CC1.[I-].C([N+]1(C)CCCN(C(=O)NC2C=C(Cl)C=CC=2OC)CC1)C=C.[I-].C[N+]1(C)CCN(C(=O)NC2C=CC=C(Br)C=2)CC1.[I-].C([N+]1(C)CCN(C(=O)NC2C=CC=C(Br)C=2)CC1)C=C.[I-].OCC[N+]1(C)CCN(C(=O)NC2C=CC=C(Br)C=2)CC1.[I-].C([N+]1(C)CCCN(C(=O)NC2C=CC=C(Br)C=2)CC1)C=C, predict the reaction product. The product is: [I-:1].[CH3:23][N+:5]1([CH3:2])[CH2:6][CH2:7][N:8]([C:11](=[O:22])[NH:12][C:13]2[CH:18]=[C:17]([Cl:19])[CH:16]=[CH:15][C:14]=2[O:20][CH3:21])[CH2:9][CH2:10]1. (6) Given the reactants [N+:1]([C:4]1[CH:5]=[C:6]([NH:18][C:19](=[O:22])[O:20][CH3:21])[CH:7]=[CH:8][C:9]=1[NH:10][CH2:11][CH:12]1[CH2:17][CH2:16][O:15][CH2:14][CH2:13]1)([O-])=O, predict the reaction product. The product is: [NH2:1][C:4]1[CH:5]=[C:6]([NH:18][C:19](=[O:22])[O:20][CH3:21])[CH:7]=[CH:8][C:9]=1[NH:10][CH2:11][CH:12]1[CH2:13][CH2:14][O:15][CH2:16][CH2:17]1. (7) Given the reactants [CH:1]1([NH:4][C:5]([C@@H:7]2[C@H:12]([NH:13][C:14]3[C:19]([Cl:20])=[CH:18][N:17]=[C:16]([NH2:21])[C:15]=3[NH2:22])[C@@H:11]3[CH2:23][C@H:8]2[CH:9]=[CH:10]3)=[O:6])[CH2:3][CH2:2]1.[Cl:24][C:25]1[N:26]=[C:27]([N:32]2[CH2:37][CH2:36][O:35][CH2:34][CH2:33]2)[S:28][C:29]=1[CH:30]=O.C([O-])(=O)C.[NH4+], predict the reaction product. The product is: [CH:1]1([NH:4][C:5]([C@@H:7]2[C@H:12]([NH:13][C:14]3[C:19]([Cl:20])=[CH:18][N:17]=[C:16]4[NH:21][C:30]([C:29]5[S:28][C:27]([N:32]6[CH2:33][CH2:34][O:35][CH2:36][CH2:37]6)=[N:26][C:25]=5[Cl:24])=[N:22][C:15]=34)[C@@H:11]3[CH2:23][C@H:8]2[CH:9]=[CH:10]3)=[O:6])[CH2:3][CH2:2]1.